Dataset: Forward reaction prediction with 1.9M reactions from USPTO patents (1976-2016). Task: Predict the product of the given reaction. (1) Given the reactants [NH2:1][C:2]1[C:3]([O:19][CH3:20])=[CH:4][C:5]2[CH2:11][N:10]([CH2:12][CH:13]3[CH2:15][CH2:14]3)[CH2:9][C:8](=O)[N:7](C)[C:6]=2[CH:18]=1.Cl[C:22]1[N:27]=[C:26]([NH:28][C@@H:29]2[C@@H:34]3[CH2:35][C@@H:31]([CH:32]=[CH:33]3)[C@@H:30]2[C:36]([NH2:38])=[O:37])[C:25]([Cl:39])=[CH:24][N:23]=1, predict the reaction product. The product is: [Cl:39][C:25]1[C:26]([NH:28][C@@H:29]2[C@@H:34]3[CH2:35][C@@H:31]([CH:32]=[CH:33]3)[C@@H:30]2[C:36]([NH2:38])=[O:37])=[N:27][C:22]([NH:1][C:2]2[C:3]([O:19][CH3:20])=[CH:4][C:5]3[CH2:11][N:10]([CH2:12][CH:13]4[CH2:14][CH2:15]4)[CH2:9][CH2:8][NH:7][C:6]=3[CH:18]=2)=[N:23][CH:24]=1. (2) Given the reactants [CH2:1]([O:8][C:9]([NH:11][CH:12]([C:19]([OH:21])=O)[CH2:13][C:14]1[S:15][CH:16]=[CH:17][CH:18]=1)=[O:10])[C:2]1[CH:7]=[CH:6][CH:5]=[CH:4][CH:3]=1.C(OC(N[C@H](C(O)=O)CC1SC=CC=1)=O)C1C=CC=CC=1.CN1CCOCC1.C(OC(Cl)=O)C(C)C.[C:58]([NH2:62])([CH3:61])([CH3:60])[CH3:59], predict the reaction product. The product is: [C:58]([NH:62][C:19](=[O:21])[C@H:12]([CH2:13][C:14]1[S:15][CH:16]=[CH:17][CH:18]=1)[NH:11][C:9]([O:8][CH2:1][C:2]1[CH:3]=[CH:4][CH:5]=[CH:6][CH:7]=1)=[O:10])([CH3:61])([CH3:60])[CH3:59].